This data is from Reaction yield outcomes from USPTO patents with 853,638 reactions. The task is: Predict the reaction yield, written as a fraction of the theoretical maximum amount of product (1.0 means a 100% yield; for example, 0.34 means a 34% yield). (1) The reactants are [H-].[Na+].[F:3][C:4]1[C:9]([C:10]2[NH:14][CH:13]=[C:12]([CH2:15][N:16]([CH3:24])[C:17](=[O:23])[O:18][C:19]([CH3:22])([CH3:21])[CH3:20])[C:11]=2[F:25])=[CH:8][CH:7]=[CH:6][N:5]=1.C1OCCOCCOCCOCCOC1.[O:41]1[CH:45]=[CH:44][CH:43]=[C:42]1[S:46](Cl)(=[O:48])=[O:47]. The catalyst is O1CCCC1.O. The product is [F:25][C:11]1[C:12]([CH2:15][N:16]([CH3:24])[C:17](=[O:23])[O:18][C:19]([CH3:21])([CH3:22])[CH3:20])=[CH:13][N:14]([S:46]([C:42]2[O:41][CH:45]=[CH:44][CH:43]=2)(=[O:48])=[O:47])[C:10]=1[C:9]1[C:4]([F:3])=[N:5][CH:6]=[CH:7][CH:8]=1. The yield is 0.870. (2) The reactants are [Cl:1][C:2]1[CH:3]=[C:4]([CH:8]([OH:25])[CH2:9][O:10][C:11]2[CH:24]=[CH:23][C:14]([CH:15]=[C:16]3[S:20][C:19](=[O:21])[NH:18][C:17]3=[O:22])=[CH:13][CH:12]=2)[CH:5]=[CH:6][CH:7]=1.O.N1C=CC=CC=1C1C=CC=CN=1.[BH4-].[Na+]. The catalyst is C1COCC1.[Co](Cl)Cl.CC(O)=O. The product is [Cl:1][C:2]1[CH:3]=[C:4]([CH:8]([OH:25])[CH2:9][O:10][C:11]2[CH:24]=[CH:23][C:14]([CH2:15][CH:16]3[S:20][C:19](=[O:21])[NH:18][C:17]3=[O:22])=[CH:13][CH:12]=2)[CH:5]=[CH:6][CH:7]=1. The yield is 0.590. (3) The reactants are [CH3:1][O:2][C:3]1[C:4](=[O:35])[C:5]([CH3:34])=[C:6]([CH2:12][C:13]2[CH:14]=[CH:15][C:16]([O:30]C(=O)C)=[C:17]([CH:29]=2)[C:18]([NH:20][C:21]2[CH:26]=[CH:25][C:24]([O:27][CH3:28])=[CH:23][CH:22]=2)=[O:19])[C:7](=[O:11])[C:8]=1[O:9][CH3:10].C(=O)([O-])O.[Na+]. The catalyst is CO.O. The product is [CH3:1][O:2][C:3]1[C:4](=[O:35])[C:5]([CH3:34])=[C:6]([CH2:12][C:13]2[CH:14]=[CH:15][C:16]([OH:30])=[C:17]([CH:29]=2)[C:18]([NH:20][C:21]2[CH:22]=[CH:23][C:24]([O:27][CH3:28])=[CH:25][CH:26]=2)=[O:19])[C:7](=[O:11])[C:8]=1[O:9][CH3:10]. The yield is 0.650. (4) The reactants are [F:1][C:2]1[CH:7]=[C:6]([F:8])[CH:5]=[CH:4][C:3]=1[N:9]1[C:17](=[O:18])[C:16]2[C@@H:15]3[C:19]([CH3:21])([CH3:20])[C@@:12]([CH3:22])([CH2:13][CH2:14]3)[C:11]=2[NH:10]1.Br[CH2:24][CH2:25][CH2:26][OH:27]. The catalyst is [I-].C([N+](CCCC)(CCCC)CCCC)CCC.CN(C)C=O. The product is [F:1][C:2]1[CH:7]=[C:6]([F:8])[CH:5]=[CH:4][C:3]=1[N:9]1[C:17](=[O:18])[C:16]2[C@@H:15]3[C:19]([CH3:21])([CH3:20])[C@@:12]([CH3:22])([CH2:13][CH2:14]3)[C:11]=2[N:10]1[CH2:24][CH2:25][CH2:26][OH:27]. The yield is 0.0900. (5) The reactants are [OH:1][C:2]1[CH:7]=[CH:6][C:5]([C:8]2[C:9]([CH2:21][O:22][C:23]([C:25]3[S:26][C:27]([CH3:30])=[CH:28][CH:29]=3)=[O:24])=[C:10]3[C:15](=[CH:16][CH:17]=2)[NH:14][C:13]([CH3:19])([CH3:18])[CH:12]=[C:11]3[CH3:20])=[C:4]([O:31][CH3:32])[CH:3]=1.C(N(CC)CC)C.[N:40]1[CH:45]=[CH:44][CH:43]=[C:42]([N:46]=[C:47]=[O:48])[CH:41]=1. The catalyst is C(Cl)Cl. The product is [CH3:32][O:31][C:4]1[CH:3]=[C:2]([O:1][C:47]([NH:46][C:42]2[CH:41]=[N:40][CH:45]=[CH:44][CH:43]=2)=[O:48])[CH:7]=[CH:6][C:5]=1[C:8]1[C:9]([CH2:21][O:22][C:23]([C:25]2[S:26][C:27]([CH3:30])=[CH:28][CH:29]=2)=[O:24])=[C:10]2[C:15](=[CH:16][CH:17]=1)[NH:14][C:13]([CH3:18])([CH3:19])[CH:12]=[C:11]2[CH3:20]. The yield is 0.570. (6) The product is [Cl:13][C:14]1[CH:15]=[CH:16][C:17]([C:20]2[NH:21][C:22]([C:8](=[O:11])[CH2:9][CH3:10])=[CH:23][C:24]=2[CH3:25])=[CH:18][CH:19]=1. The yield is 0.830. The reactants are P(Cl)(Cl)(Cl)=O.CN(C)[C:8](=[O:11])[CH2:9][CH3:10].[Cl:13][C:14]1[CH:19]=[CH:18][C:17]([C:20]2[NH:21][CH:22]=[CH:23][C:24]=2[CH3:25])=[CH:16][CH:15]=1.O.O.O.C([O-])(=O)C.[Na+]. The catalyst is ClCCCl.O.